From a dataset of Reaction yield outcomes from USPTO patents with 853,638 reactions. Predict the reaction yield, written as a fraction of the theoretical maximum amount of product (1.0 means a 100% yield; for example, 0.34 means a 34% yield). (1) The reactants are [CH3:1][O:2][C:3]1[CH:11]=[C:10]2[C:6]([CH2:7][N:8]([C:13]3[CH:18]=[CH:17][C:16]([CH:19]([CH3:23])[C:20](O)=[O:21])=[CH:15][CH:14]=3)[C:9]2=[O:12])=[CH:5][CH:4]=1.B.O1CCCC1. The catalyst is O1CCCC1.O.C(OCC)(=O)C. The product is [OH:21][CH2:20][CH:19]([C:16]1[CH:15]=[CH:14][C:13]([N:8]2[CH2:7][C:6]3[C:10](=[CH:11][C:3]([O:2][CH3:1])=[CH:4][CH:5]=3)[C:9]2=[O:12])=[CH:18][CH:17]=1)[CH3:23]. The yield is 0.840. (2) The reactants are [CH2:1]([N:8]1[CH2:13][CH:12]=[CH:11][CH2:10][CH2:9]1)[C:2]1[CH:7]=[CH:6][CH:5]=[CH:4][CH:3]=1.FC(F)(F)C(O)=[O:17].BrN1C(=O)CCC1=O.[OH-].[Na+]. The catalyst is C1(C)C=CC=CC=1.O. The product is [CH2:1]([N:8]1[CH2:9][CH2:10][CH:11]2[CH:12]([O:17]2)[CH2:13]1)[C:2]1[CH:7]=[CH:6][CH:5]=[CH:4][CH:3]=1. The yield is 0.710. (3) The reactants are [N:1]1[CH:6]=[CH:5][CH:4]=[CH:3][C:2]=1[NH:7][C:8](=[O:14])[O:9][C:10]([CH3:13])([CH3:12])[CH3:11].ClC1C=CC=C(C(OO)=[O:23])C=1. The catalyst is C(OCC)(=O)C. The product is [N:1]1[CH:6]=[CH:5][CH:4]=[CH:3][C:2]=1[NH+:7]([O-:23])[C:8](=[O:14])[O:9][C:10]([CH3:11])([CH3:13])[CH3:12]. The yield is 0.950. (4) The reactants are [C:1]([C:3]1[CH:8]=[CH:7][C:6]([N:9]2[C@@H:13]3[CH2:14][CH2:15][C:16]4([CH2:21][C@H:12]3[N:11]([C:22]3[CH:31]=[CH:30][C:25]([C:26]([NH:28][CH3:29])=[O:27])=[C:24]([F:32])[CH:23]=3)[C:10]2=[O:33])OCC[O:17]4)=[CH:5][C:4]=1[C:34]([F:37])([F:36])[F:35])#[N:2].Cl. The catalyst is CC(C)=O. The product is [C:1]([C:3]1[CH:8]=[CH:7][C:6]([N:9]2[C@@H:13]3[CH2:14][CH2:15][C:16](=[O:17])[CH2:21][C@H:12]3[N:11]([C:22]3[CH:31]=[CH:30][C:25]([C:26]([NH:28][CH3:29])=[O:27])=[C:24]([F:32])[CH:23]=3)[C:10]2=[O:33])=[CH:5][C:4]=1[C:34]([F:37])([F:36])[F:35])#[N:2]. The yield is 0.820. (5) The reactants are [OH:1][CH2:2][C:3]([NH:6][C:7]([C:9]1[C:17]2[C:12](=[N:13][CH:14]=[C:15]([NH:18][C:19]3[CH:20]=[N:21][CH:22]=[CH:23][CH:24]=3)[N:16]=2)[N:11](COCC[Si](C)(C)C)[CH:10]=1)=[O:8])([CH3:5])[CH3:4].FC(F)(F)C(O)=O. The catalyst is ClCCl. The product is [OH:1][CH2:2][C:3]([NH:6][C:7]([C:9]1[C:17]2[C:12](=[N:13][CH:14]=[C:15]([NH:18][C:19]3[CH:20]=[N:21][CH:22]=[CH:23][CH:24]=3)[N:16]=2)[NH:11][CH:10]=1)=[O:8])([CH3:4])[CH3:5]. The yield is 0.920. (6) The reactants are [O:1]=[CH:2][C@H:3]([C@H:5]([C@@H:7]([C@@H:9]([CH2:11][OH:12])[OH:10])[OH:8])[OH:6])[OH:4].[BH4-].[Na+].C(OCC)(=O)C. The catalyst is CO. The product is [CH2:11]([OH:12])[C@H:9]([C@H:7]([C@@H:5]([C@@H:3]([CH2:2][OH:1])[OH:4])[OH:6])[OH:8])[OH:10]. The yield is 0.720. (7) The reactants are [OH:1][C@H:2]1[C:10]2[C:5](=[CH:6][CH:7]=[CH:8][CH:9]=2)[CH2:4][C@:3]1([CH2:20][C:21]1[CH:29]=[CH:28][C:24]([C:25](O)=[O:26])=[CH:23][CH:22]=1)[C:11]1[CH2:12][C:13]2[C:18]([CH:19]=1)=[CH:17][CH:16]=[CH:15][CH:14]=2.C[CH2:31][N:32](CC)CC.CN.C(P1(=O)OP(CCC)(=O)OP(CCC)(=O)O1)CC. The catalyst is C(Cl)Cl. The product is [OH:1][C@H:2]1[C:10]2[C:5](=[CH:6][CH:7]=[CH:8][CH:9]=2)[CH2:4][C@:3]1([CH2:20][C:21]1[CH:29]=[CH:28][C:24]([C:25]([NH:32][CH3:31])=[O:26])=[CH:23][CH:22]=1)[C:11]1[CH2:12][C:13]2[C:18]([CH:19]=1)=[CH:17][CH:16]=[CH:15][CH:14]=2. The yield is 0.860. (8) The reactants are [CH3:1][O:2][C:3]1[CH:4]=[C:5]([CH2:11][O:12][C:13]2[CH:14]=[C:15]([NH2:18])[NH:16][N:17]=2)[CH:6]=[C:7]([O:9][CH3:10])[CH:8]=1.[CH:19]1([N:23]2[CH2:28][CH2:27][N:26]([C:29]3[CH:39]=[CH:38][C:32]([C:33](OCC)=[O:34])=[CH:31][CH:30]=3)[CH2:25][CH2:24]2)[CH2:22][CH2:21][CH2:20]1.C[Al](C)C.CC(C)=O. The catalyst is C1(C)C=CC=CC=1.C(#N)C. The product is [CH:19]1([N:23]2[CH2:28][CH2:27][N:26]([C:29]3[CH:39]=[CH:38][C:32]([C:33]([NH:18][C:15]4[NH:16][N:17]=[C:13]([O:12][CH2:11][C:5]5[CH:4]=[C:3]([O:2][CH3:1])[CH:8]=[C:7]([O:9][CH3:10])[CH:6]=5)[CH:14]=4)=[O:34])=[CH:31][CH:30]=3)[CH2:25][CH2:24]2)[CH2:20][CH2:21][CH2:22]1. The yield is 0.232. (9) The reactants are F[C:2]1[CH:14]=[CH:13][C:5]([C:6]([O:8][C:9]([CH3:12])([CH3:11])[CH3:10])=[O:7])=[CH:4][CH:3]=1.[OH:15][C:16]1[CH:23]=[CH:22][C:19]([C:20]#[N:21])=[CH:18][CH:17]=1.C(=O)([O-])[O-].[K+].[K+]. The catalyst is CN(C)C=O. The product is [C:20]([C:19]1[CH:22]=[CH:23][C:16]([O:15][C:2]2[CH:14]=[CH:13][C:5]([C:6]([O:8][C:9]([CH3:12])([CH3:11])[CH3:10])=[O:7])=[CH:4][CH:3]=2)=[CH:17][CH:18]=1)#[N:21]. The yield is 0.140. (10) The reactants are CS(O[CH2:6][CH2:7][NH:8][C:9]1[C:13]([C:14]2[N:18]([CH2:19][C:20]3[O:21][CH:22]=[C:23]([Br:25])[CH:24]=3)[C:17](=[O:26])[O:16][N:15]=2)=[N:12][O:11][N:10]=1)(=O)=O.[N-:27]=[N+:28]=[N-:29].[Na+].O. The catalyst is CN(C)C=O. The product is [N:27]([CH2:6][CH2:7][NH:8][C:9]1[C:13]([C:14]2[N:18]([CH2:19][C:20]3[O:21][CH:22]=[C:23]([Br:25])[CH:24]=3)[C:17](=[O:26])[O:16][N:15]=2)=[N:12][O:11][N:10]=1)=[N+:28]=[N-:29]. The yield is 0.960.